From a dataset of Forward reaction prediction with 1.9M reactions from USPTO patents (1976-2016). Predict the product of the given reaction. (1) Given the reactants FC(F)(F)C(O)=O.[Cl:8][C:9]1[C:10]([F:38])=[C:11]([CH:15]2[C:19]([C:28]#[N:29])([C:20]3[CH:25]=[CH:24][C:23]([Cl:26])=[CH:22][C:21]=3[Cl:27])[CH:18]([CH2:30][C:31]([CH3:34])([CH3:33])[CH3:32])[NH:17][CH:16]2[C:35](O)=[O:36])[CH:12]=[CH:13][CH:14]=1.CC1(C)[O:44][C@@H:43]([CH2:45][CH2:46][NH2:47])[CH2:42][O:41]1.CN(C(ON1N=NC2C=CC=NC1=2)=[N+](C)C)C.F[P-](F)(F)(F)(F)F.CCN(C(C)C)C(C)C.Cl, predict the reaction product. The product is: [OH:44][C@H:43]([CH2:42][OH:41])[CH2:45][CH2:46][NH:47][C:35]([CH:16]1[CH:15]([C:11]2[CH:12]=[CH:13][CH:14]=[C:9]([Cl:8])[C:10]=2[F:38])[C:19]([C:28]#[N:29])([C:20]2[CH:25]=[CH:24][C:23]([Cl:26])=[CH:22][C:21]=2[Cl:27])[CH:18]([CH2:30][C:31]([CH3:34])([CH3:33])[CH3:32])[NH:17]1)=[O:36]. (2) Given the reactants I[C:2]1[N:3]=[CH:4][N:5]([CH3:12])[C:6]=1[C:7]([O:9][CH2:10][CH3:11])=[O:8].[Br:13][C:14]1[CH:19]=[CH:18][C:17](B(O)O)=[CH:16][CH:15]=1.C([O-])([O-])=O.[K+].[K+].COCCOC, predict the reaction product. The product is: [Br:13][C:14]1[CH:19]=[CH:18][C:17]([C:2]2[N:3]=[CH:4][N:5]([CH3:12])[C:6]=2[C:7]([O:9][CH2:10][CH3:11])=[O:8])=[CH:16][CH:15]=1. (3) Given the reactants [F:1][C:2]([F:34])([F:33])[O:3][C:4]1[CH:9]=[CH:8][C:7]([N:10]2[CH:14]=[N:13][C:12]([C:15]3[CH:32]=[CH:31][C:18]([CH2:19][NH:20]C(=O)OCC4C=CC=CC=4)=[CH:17][CH:16]=3)=[N:11]2)=[CH:6][CH:5]=1.C(O)(=O)C.C(OCC)C, predict the reaction product. The product is: [F:34][C:2]([F:1])([F:33])[O:3][C:4]1[CH:5]=[CH:6][C:7]([N:10]2[CH:14]=[N:13][C:12]([C:15]3[CH:32]=[CH:31][C:18]([CH2:19][NH2:20])=[CH:17][CH:16]=3)=[N:11]2)=[CH:8][CH:9]=1. (4) Given the reactants [CH3:1]C([O-])(C)C.[K+].O=[C:8]1[CH2:13][CH2:12][N:11]([C:14]([O:16][C:17]([CH3:20])([CH3:19])[CH3:18])=[O:15])[CH2:10][CH2:9]1.[NH4+].[Cl-], predict the reaction product. The product is: [CH2:1]=[C:8]1[CH2:13][CH2:12][N:11]([C:14]([O:16][C:17]([CH3:20])([CH3:19])[CH3:18])=[O:15])[CH2:10][CH2:9]1. (5) Given the reactants OC(C)CC(OCC)=O.[C:10]([CH2:12][CH:13]([OH:20])[CH2:14][C:15]([O:17][CH2:18][CH3:19])=[O:16])#[N:11], predict the reaction product. The product is: [C:10]([CH2:12][C@@H:13]([OH:20])[CH2:14][C:15]([O:17][CH2:18][CH3:19])=[O:16])#[N:11]. (6) Given the reactants [C:1]([O:4][C:5]1[CH:10]=[CH:9][CH:8]=[C:7]([C:11]#[C:12][CH2:13][CH2:14][OH:15])[CH:6]=1)(=[O:3])[CH3:2], predict the reaction product. The product is: [C:1]([O:4][C:5]1[CH:10]=[CH:9][CH:8]=[C:7]([CH2:11][CH2:12][CH2:13][CH2:14][OH:15])[CH:6]=1)(=[O:3])[CH3:2]. (7) The product is: [F:13][C:14]1[CH:15]=[C:16]([CH:19]=[CH:20][C:21]=1[O:8][C:5]1[CH:6]=[CH:7][C:2]([F:1])=[C:3]([C:9]([F:10])([F:11])[F:12])[CH:4]=1)[CH:17]=[O:18]. Given the reactants [F:1][C:2]1[CH:7]=[CH:6][C:5]([OH:8])=[CH:4][C:3]=1[C:9]([F:12])([F:11])[F:10].[F:13][C:14]1[CH:15]=[C:16]([CH:19]=[CH:20][C:21]=1F)[CH:17]=[O:18], predict the reaction product. (8) Given the reactants Cl[C:2]1[CH:7]=[C:6]([Cl:8])[N:5]=[C:4]([NH2:9])[N:3]=1.[Cl:10][C:11]1[CH:12]=[CH:13][C:14]([O:20][CH3:21])=[C:15](B(O)O)[CH:16]=1.C1(P(C2C=CC=CC=2)C2C=CC=CC=2)C=CC=CC=1.C(=O)([O-])[O-].[Na+].[Na+], predict the reaction product. The product is: [Cl:8][C:6]1[CH:7]=[C:2]([C:13]2[CH:12]=[C:11]([Cl:10])[CH:16]=[CH:15][C:14]=2[O:20][CH3:21])[N:3]=[C:4]([NH2:9])[N:5]=1.